Dataset: Forward reaction prediction with 1.9M reactions from USPTO patents (1976-2016). Task: Predict the product of the given reaction. (1) Given the reactants [Si:1]([O:8][C:9]1[CH:14]=[C:13]([CH3:15])[C:12](B(O)O)=[C:11]([CH3:19])[CH:10]=1)([C:4]([CH3:7])([CH3:6])[CH3:5])([CH3:3])[CH3:2].Br[C:21]1[CH:22]=[C:23]([CH:28]=[CH:29][C:30]=1[O:31][CH:32]([CH3:34])[CH3:33])[C:24]([O:26][CH3:27])=[O:25].C1(P(C2CCCCC2)C2C=CC=CC=2C2C=CC=CC=2N(C)C)CCCCC1, predict the reaction product. The product is: [Si:1]([O:8][C:9]1[CH:14]=[C:13]([CH3:15])[C:12]([C:29]2[C:30]([O:31][CH:32]([CH3:34])[CH3:33])=[CH:21][CH:22]=[C:23]([C:24]([O:26][CH3:27])=[O:25])[CH:28]=2)=[C:11]([CH3:19])[CH:10]=1)([C:4]([CH3:7])([CH3:6])[CH3:5])([CH3:3])[CH3:2]. (2) Given the reactants [Cl:1][C:2]1[CH:3]=[C:4]([CH2:8][C:9]([CH3:16])=[CH:10][C:11]([O:13]CC)=O)[CH:5]=[CH:6][CH:7]=1.OS(O)(=O)=O, predict the reaction product. The product is: [Cl:1][C:2]1[CH:3]=[C:4]2[C:5](=[CH:6][CH:7]=1)[C:11]([OH:13])=[CH:10][C:9]([CH3:16])=[CH:8]2. (3) The product is: [CH3:2][CH:3]1[O:7][C:6](=[O:8])[N:5]([CH2:15][C:14]2[CH:17]=[CH:18][CH:19]=[CH:20][C:13]=2[N+:10]([O-:12])=[O:11])[C:4]1=[O:9]. Given the reactants [Na].[CH3:2][CH:3]1[O:7][C:6](=[O:8])[NH:5][C:4]1=[O:9].[N+:10]([C:13]1[CH:20]=[CH:19][CH:18]=[CH:17][C:14]=1[CH2:15]Br)([O-:12])=[O:11].[Cl-].[NH4+], predict the reaction product. (4) Given the reactants [CH2:1]([N:8]([CH2:35][C:36]1[CH:41]=[CH:40][CH:39]=[CH:38][CH:37]=1)[C:9]1[N:14]=[CH:13][N:12]=[C:11]([NH:15][C:16]2[CH:17]=[C:18]([N:23]([CH3:31])[C:24](=[O:30])[O:25][C:26]([CH3:29])([CH3:28])[CH3:27])[CH:19]=[CH:20][C:21]=2[CH3:22])[C:10]=1[N+:32]([O-])=O)[C:2]1[CH:7]=[CH:6][CH:5]=[CH:4][CH:3]=1.[NH4+].[Cl-], predict the reaction product. The product is: [NH2:32][C:10]1[C:11]([NH:15][C:16]2[CH:17]=[C:18]([N:23]([CH3:31])[C:24](=[O:30])[O:25][C:26]([CH3:27])([CH3:29])[CH3:28])[CH:19]=[CH:20][C:21]=2[CH3:22])=[N:12][CH:13]=[N:14][C:9]=1[N:8]([CH2:35][C:36]1[CH:37]=[CH:38][CH:39]=[CH:40][CH:41]=1)[CH2:1][C:2]1[CH:3]=[CH:4][CH:5]=[CH:6][CH:7]=1. (5) The product is: [ClH:2].[Cl:2][C:3]1[C:4]([CH2:5][CH2:6][NH:7][C@H:15]([CH:17]2[CH2:22][CH2:21][N:20]([C:23]([CH:25]3[CH2:27][CH2:26]3)=[O:24])[CH2:19][CH2:18]2)[CH3:16])=[CH:28][C:29]([O:44][CH3:45])=[C:30]([NH:32][C:33]([NH:35][C:36]2[CH:41]=[N:40][C:39]([C:42]#[N:43])=[CH:38][N:37]=2)=[O:34])[CH:31]=1. Given the reactants Cl.[Cl:2][C:3]1[CH:31]=[C:30]([NH:32][C:33]([NH:35][C:36]2[CH:41]=[N:40][C:39]([C:42]#[N:43])=[CH:38][N:37]=2)=[O:34])[C:29]([O:44][CH3:45])=[CH:28][C:4]=1[CH2:5][CH2:6][N:7]([C@H:15]([CH:17]1[CH2:22][CH2:21][N:20]([C:23]([CH:25]2[CH2:27][CH2:26]2)=[O:24])[CH2:19][CH2:18]1)[CH3:16])C(=O)OC(C)(C)C, predict the reaction product. (6) Given the reactants [Br:1][C:2]1[CH:7]=[CH:6][C:5]([C@@H:8]([N:10]2[CH2:14][C:13]([CH2:21][CH2:22][CH2:23][OH:24])([C:15]3[CH:20]=[CH:19][CH:18]=[CH:17][CH:16]=3)[O:12][C:11]2=[O:25])[CH3:9])=[CH:4][CH:3]=1.CC(C)=[O:28].OS(O)(=O)=O.O=[Cr](=O)=O, predict the reaction product. The product is: [Br:1][C:2]1[CH:7]=[CH:6][C:5]([C@@H:8]([N:10]2[CH2:14][C:13]([CH2:21][CH2:22][C:23]([OH:28])=[O:24])([C:15]3[CH:20]=[CH:19][CH:18]=[CH:17][CH:16]=3)[O:12][C:11]2=[O:25])[CH3:9])=[CH:4][CH:3]=1. (7) Given the reactants C(O[C:6]([C:8]1[N:9]=[C:10]([C:29]#[N:30])[C:11]2[C:16]([C:17]=1[OH:18])=[CH:15][C:14]([O:19][C:20]1[C:25]([CH3:26])=[CH:24][CH:23]=[CH:22][C:21]=1[CH2:27][CH3:28])=[CH:13][CH:12]=2)=[O:7])CCC.[NH2:31][CH2:32][C:33]([OH:35])=[O:34], predict the reaction product. The product is: [C:29]([C:10]1[C:11]2[C:16](=[CH:15][C:14]([O:19][C:20]3[C:25]([CH3:26])=[CH:24][CH:23]=[CH:22][C:21]=3[CH2:27][CH3:28])=[CH:13][CH:12]=2)[C:17]([OH:18])=[C:8]([C:6]([NH:31][CH2:32][C:33]([OH:35])=[O:34])=[O:7])[N:9]=1)#[N:30]. (8) Given the reactants Cl.[NH2:2][C@H:3]1[CH2:8][CH2:7][C@H:6]([N:9]([CH2:33][CH3:34])[C:10]2[C:25]3[CH2:24][CH:23]=[CH:22][CH2:21][CH2:20][C:19]4[CH:26]=[C:27]([CH3:31])[NH:28][C:29](=[O:30])[C:18]=4[CH2:17][NH:16][C:15](=[O:32])[C:14]=3[CH:13]=[CH:12][CH:11]=2)[CH2:5][CH2:4]1.[CH3:35][C:36](O)=O.[CH:39](=O)[CH3:40].[BH3-]C#N.[Na+], predict the reaction product. The product is: [CH2:39]([N:2]([CH2:35][CH3:36])[C@H:3]1[CH2:8][CH2:7][C@H:6]([N:9]([CH2:33][CH3:34])[C:10]2[C:25]3[CH2:24][CH:23]=[CH:22][CH2:21][CH2:20][C:19]4[CH:26]=[C:27]([CH3:31])[NH:28][C:29](=[O:30])[C:18]=4[CH2:17][NH:16][C:15](=[O:32])[C:14]=3[CH:13]=[CH:12][CH:11]=2)[CH2:5][CH2:4]1)[CH3:40]. (9) The product is: [Cl:16][CH:7]1[C:6]2[C:11](=[CH:12][C:3]([C:1]#[N:2])=[CH:4][CH:5]=2)[O:10][CH2:9][CH2:8]1. Given the reactants [C:1]([C:3]1[CH:12]=[C:11]2[C:6]([CH:7](O)[CH2:8][CH2:9][O:10]2)=[CH:5][CH:4]=1)#[N:2].O=S(Cl)[Cl:16], predict the reaction product. (10) Given the reactants C(OC(=O)[NH:7][CH:8]([C:28](=[O:32])[N:29]([CH3:31])[CH3:30])[C:9]1[CH:14]=[CH:13][C:12]([O:15][C:16]2[CH:21]=[CH:20][C:19]([CH2:22][CH2:23][C:24](=[O:27])[NH:25][OH:26])=[CH:18][CH:17]=2)=[CH:11][CH:10]=1)(C)(C)C.C(Cl)[Cl:35], predict the reaction product. The product is: [ClH:35].[NH2:7][CH:8]([C:28](=[O:32])[N:29]([CH3:30])[CH3:31])[C:9]1[CH:10]=[CH:11][C:12]([O:15][C:16]2[CH:17]=[CH:18][C:19]([CH2:22][CH2:23][C:24]([NH:25][OH:26])=[O:27])=[CH:20][CH:21]=2)=[CH:13][CH:14]=1.